From a dataset of Forward reaction prediction with 1.9M reactions from USPTO patents (1976-2016). Predict the product of the given reaction. (1) Given the reactants C(OC([NH:8][C@@H:9]([C:11]1[CH:20]=[CH:19][C:18]2[C:13](=[CH:14][C:15](/[CH:21]=[CH:22]/[C:23]3([C:29]([O:31][C@@H:32]([CH:49]([CH3:51])[CH3:50])[C:33]([NH:35][C@@H:36]([CH3:48])[C:37]([N:39]4[CH2:44][CH2:43][CH2:42][C@@H:41]([C:45]([OH:47])=[O:46])[NH:40]4)=[O:38])=[O:34])=[O:30])[CH2:28][CH2:27][CH2:26][CH2:25][O:24]3)=[CH:16][CH:17]=2)[N:12]=1)[CH3:10])=O)(C)(C)C.[ClH:52], predict the reaction product. The product is: [ClH:52].[NH2:8][C@@H:9]([C:11]1[CH:20]=[CH:19][C:18]2[C:13](=[CH:14][C:15](/[CH:21]=[CH:22]/[C:23]3([C:29]([O:31][C@@H:32]([CH:49]([CH3:51])[CH3:50])[C:33]([NH:35][C@@H:36]([CH3:48])[C:37]([N:39]4[CH2:44][CH2:43][CH2:42][C@@H:41]([C:45]([OH:47])=[O:46])[NH:40]4)=[O:38])=[O:34])=[O:30])[CH2:28][CH2:27][CH2:26][CH2:25][O:24]3)=[CH:16][CH:17]=2)[N:12]=1)[CH3:10]. (2) Given the reactants [Mg].Br[C:3]1[CH:8]=[CH:7][C:6]([C:9]([F:12])([F:11])[F:10])=[CH:5][CH:4]=1.[F:13][C:14]1[C:15](/[CH:20]=[N:21]/[S@:22]([C:24]([CH3:27])([CH3:26])[CH3:25])=[O:23])=[N:16][CH:17]=[CH:18][CH:19]=1.CCOC(C)=O, predict the reaction product. The product is: [F:13][C:14]1[C:15]([C@H:20]([C:3]2[CH:8]=[CH:7][C:6]([C:9]([F:12])([F:11])[F:10])=[CH:5][CH:4]=2)[NH:21][S@:22]([C:24]([CH3:27])([CH3:26])[CH3:25])=[O:23])=[N:16][CH:17]=[CH:18][CH:19]=1. (3) Given the reactants [Cl:1][C:2]1[C:3]2[N:4]([CH:18]=[CH:19][N:20]=2)[CH:5]=[C:6]([C:10]2[CH:15]=[CH:14][C:13]([Cl:16])=[CH:12][C:11]=2[Cl:17])[C:7]=1[C:8]#[N:9].C1C(=O)N([Br:28])C(=O)C1, predict the reaction product. The product is: [Br:28][C:18]1[N:4]2[CH:5]=[C:6]([C:10]3[CH:15]=[CH:14][C:13]([Cl:16])=[CH:12][C:11]=3[Cl:17])[C:7]([C:8]#[N:9])=[C:2]([Cl:1])[C:3]2=[N:20][CH:19]=1. (4) Given the reactants [NH:1]1[CH2:4][CH:3]([NH:5][C:6]([C:8]2[C:12]3[N:13]=[CH:14][N:15]=[C:16]([C:17]4[C:25]5[O:24][CH2:23][O:22][C:21]=5[CH:20]=[CH:19][C:18]=4[O:26][CH2:27][CH:28]4[CH2:30][CH2:29]4)[C:11]=3[NH:10][CH:9]=2)=[O:7])[CH2:2]1.[C:31](Cl)(=[O:34])[CH2:32][CH3:33], predict the reaction product. The product is: [C:31]([N:1]1[CH2:4][CH:3]([NH:5][C:6]([C:8]2[C:12]3[N:13]=[CH:14][N:15]=[C:16]([C:17]4[C:25]5[O:24][CH2:23][O:22][C:21]=5[CH:20]=[CH:19][C:18]=4[O:26][CH2:27][CH:28]4[CH2:30][CH2:29]4)[C:11]=3[NH:10][CH:9]=2)=[O:7])[CH2:2]1)(=[O:34])[CH2:32][CH3:33]. (5) Given the reactants Cl[C:2]1[C:3]2[C:10]([CH3:11])=[C:9]([Cl:12])[S:8][C:4]=2[N:5]=[CH:6][N:7]=1.[NH2:13][C:14]1[CH:22]=[CH:21][C:17]([C:18]([NH2:20])=[O:19])=[CH:16][C:15]=1[O:23][CH:24]1[CH2:29][CH2:28][O:27][CH2:26][CH2:25]1, predict the reaction product. The product is: [Cl:12][C:9]1[S:8][C:4]2[N:5]=[CH:6][N:7]=[C:2]([NH:13][C:14]3[CH:22]=[CH:21][C:17]([C:18]([NH2:20])=[O:19])=[CH:16][C:15]=3[O:23][CH:24]3[CH2:29][CH2:28][O:27][CH2:26][CH2:25]3)[C:3]=2[C:10]=1[CH3:11].